Dataset: Forward reaction prediction with 1.9M reactions from USPTO patents (1976-2016). Task: Predict the product of the given reaction. (1) Given the reactants [CH3:1][O:2][C:3](=[O:28])[C:4]1[CH:9]=[CH:8][C:7](/[CH:10]=[CH:11]/[C:12](=[O:26])[C:13]2[C:14]([NH:19][C:20]3[CH:25]=[CH:24][CH:23]=[CH:22][CH:21]=3)=[N:15][CH:16]=[CH:17][CH:18]=2)=[C:6]([F:27])[CH:5]=1.[H][H], predict the reaction product. The product is: [CH3:1][O:2][C:3](=[O:28])[C:4]1[CH:9]=[CH:8][C:7]([CH2:10][CH2:11][C:12](=[O:26])[C:13]2[C:14]([NH:19][C:20]3[CH:25]=[CH:24][CH:23]=[CH:22][CH:21]=3)=[N:15][CH:16]=[CH:17][CH:18]=2)=[C:6]([F:27])[CH:5]=1. (2) The product is: [Cl:1][C:2]1[CH:9]=[C:8]([C:10]2[CH:11]=[N:12][CH:13]=[C:14]([F:18])[C:15]=2[CH2:16][OH:17])[CH:7]=[CH:6][C:3]=1[C:4]#[N:5]. Given the reactants [Cl:1][C:2]1[CH:9]=[C:8]([C:10]2[CH:11]=[N:12][CH:13]=[C:14]([F:18])[C:15]=2[CH:16]=[O:17])[CH:7]=[CH:6][C:3]=1[C:4]#[N:5].[BH4-].[Na+].C(Cl)Cl, predict the reaction product. (3) The product is: [F:19][C:20]1[C:21]([O:13][CH2:14][C@:15]2([CH3:18])[CH2:17][O:16]2)=[C:22]([CH2:27][C:28]([O:30][CH3:31])=[O:29])[CH:23]=[CH:24][C:25]=1[F:26]. Given the reactants [N+](C1C=C(S([O:13][CH2:14][C@:15]2([CH3:18])[CH2:17][O:16]2)(=O)=O)C=CC=1)([O-])=O.[F:19][C:20]1[C:21](O)=[C:22]([CH2:27][C:28]([O:30][CH3:31])=[O:29])[CH:23]=[CH:24][C:25]=1[F:26].C([O-])([O-])=O.[Cs+].[Cs+], predict the reaction product. (4) Given the reactants [F:1][C:2]1[CH:7]=[CH:6][C:5]([C:8]2[N:12]([CH3:13])[N:11]=[CH:10][C:9]=2/[CH:14]=[CH:15]/[C:16]([NH:18][C:19]2[CH:33]=[CH:32][C:22]([CH2:23][NH:24][C:25](=[O:31])OC(C)(C)C)=[CH:21][CH:20]=2)=[O:17])=[CH:4][CH:3]=1.Cl.[C:35](OCC)(=O)[CH3:36], predict the reaction product. The product is: [F:1][C:2]1[CH:7]=[CH:6][C:5]([C:8]2[N:12]([CH3:13])[N:11]=[CH:10][C:9]=2/[CH:14]=[CH:15]/[C:16]([NH:18][C:19]2[CH:33]=[CH:32][C:22]([CH2:23][NH:24][C:25](=[O:31])[CH2:35][CH3:36])=[CH:21][CH:20]=2)=[O:17])=[CH:4][CH:3]=1. (5) Given the reactants Cl[C:2]1[N:7]=[N:6][C:5]([N:8]2[CH2:13][CH2:12][N:11]([C:14]([N:16]3[CH2:21][CH2:20][CH2:19][CH2:18][CH2:17]3)=[O:15])[C@@H:10]([CH3:22])[CH2:9]2)=[C:4]2[CH:23]=[N:24][CH:25]=[CH:26][C:3]=12.[OH:27][CH2:28][C:29]1[CH:34]=[CH:33][C:32](B(O)O)=[CH:31][CH:30]=1.C(=O)([O-])[O-].[Na+].[Na+], predict the reaction product. The product is: [OH:27][CH2:28][C:29]1[CH:34]=[CH:33][C:32]([C:2]2[N:7]=[N:6][C:5]([N:8]3[CH2:13][CH2:12][N:11]([C:14]([N:16]4[CH2:21][CH2:20][CH2:19][CH2:18][CH2:17]4)=[O:15])[C@@H:10]([CH3:22])[CH2:9]3)=[C:4]3[CH:23]=[N:24][CH:25]=[CH:26][C:3]=23)=[CH:31][CH:30]=1. (6) Given the reactants [NH:1]1[C:9]2[C:4](=[CH:5][C:6]([C:10]([OH:12])=[O:11])=[CH:7][CH:8]=2)[CH:3]=[CH:2]1.C(=O)(O)[O-].[Na+].[CH2:18](Br)[C:19]1[CH:24]=[CH:23][CH:22]=[CH:21][CH:20]=1, predict the reaction product. The product is: [CH2:18]([O:11][C:10]([C:6]1[CH:5]=[C:4]2[C:9](=[CH:8][CH:7]=1)[NH:1][CH:2]=[CH:3]2)=[O:12])[C:19]1[CH:24]=[CH:23][CH:22]=[CH:21][CH:20]=1. (7) The product is: [CH2:20]1[C:30]2=[C:31]3[C:26](=[CH:27][CH:28]=[CH:29]2)[C:25]([CH2:32][N:33]([CH3:34])[C:17](=[O:19])/[CH:16]=[CH:15]/[C:5]2[CH:6]=[N:7][C:8]4[NH:9][C:10](=[O:14])[C:11]([CH2:12][CH3:13])=[C:2]([OH:1])[C:3]=4[CH:4]=2)=[CH:24][CH:23]=[C:22]3[CH2:21]1. Given the reactants [OH:1][C:2]1[C:3]2[CH:4]=[C:5](/[CH:15]=[CH:16]/[C:17]([OH:19])=O)[CH:6]=[N:7][C:8]=2[NH:9][C:10](=[O:14])[C:11]=1[CH2:12][CH3:13].[CH2:20]1[C:30]2=[C:31]3[C:26](=[CH:27][CH:28]=[CH:29]2)[C:25]([CH2:32][NH:33][CH3:34])=[CH:24][CH:23]=[C:22]3[CH2:21]1.CCN=C=NCCCN(C)C.C1C=CC2N(O)N=NC=2C=1.CCN(C(C)C)C(C)C.Cl, predict the reaction product.